This data is from Peptide-MHC class I binding affinity with 185,985 pairs from IEDB/IMGT. The task is: Regression. Given a peptide amino acid sequence and an MHC pseudo amino acid sequence, predict their binding affinity value. This is MHC class I binding data. (1) The peptide sequence is KSVPLEML. The MHC is H-2-Kb with pseudo-sequence H-2-Kb. The binding affinity (normalized) is 0.306. (2) The peptide sequence is FPRIWLHGL. The MHC is HLA-B53:01 with pseudo-sequence HLA-B53:01. The binding affinity (normalized) is 0.342.